This data is from Full USPTO retrosynthesis dataset with 1.9M reactions from patents (1976-2016). The task is: Predict the reactants needed to synthesize the given product. (1) Given the product [ClH:26].[CH2:19]([S:18][C:9]1[NH:8][C@H:7]([C:1]2[CH:2]=[CH:3][CH:4]=[CH:5][CH:6]=2)[C@H:11]([C:12]2[CH:13]=[CH:14][CH:15]=[CH:16][CH:17]=2)[N:10]=1)[C:20]1[CH:25]=[CH:24][CH:23]=[CH:22][CH:21]=1, predict the reactants needed to synthesize it. The reactants are: [C:1]1([C@H:7]2[C@@H:11]([C:12]3[CH:17]=[CH:16][CH:15]=[CH:14][CH:13]=3)[NH:10][C:9](=[S:18])[NH:8]2)[CH:6]=[CH:5][CH:4]=[CH:3][CH:2]=1.[CH2:19]([Cl:26])[C:20]1[CH:25]=[CH:24][CH:23]=[CH:22][CH:21]=1. (2) Given the product [CH3:1][O:2][C:3]1[C:12]2[C:7](=[CH:8][CH:9]=[CH:10][CH:11]=2)[C:6]([C:13]([NH:18][C:17]2[C:16]([C:15]([NH:24][CH2:25][CH:26]3[CH2:31][O:30][CH2:29][CH2:28][N:27]3[C:32]([O:34][C:35]([CH3:38])([CH3:37])[CH3:36])=[O:33])=[O:23])=[N:22][CH:21]=[CH:20][CH:19]=2)=[O:14])=[CH:5][CH:4]=1, predict the reactants needed to synthesize it. The reactants are: [CH3:1][O:2][C:3]1[C:12]2[C:7](=[CH:8][CH:9]=[CH:10][CH:11]=2)[C:6]([C:13]2[O:14][C:15](=[O:23])[C:16]3[N:22]=[CH:21][CH:20]=[CH:19][C:17]=3[N:18]=2)=[CH:5][CH:4]=1.[NH2:24][CH2:25][CH:26]1[CH2:31][O:30][CH2:29][CH2:28][N:27]1[C:32]([O:34][C:35]([CH3:38])([CH3:37])[CH3:36])=[O:33]. (3) Given the product [Cl:5][C:6]1[N:7]=[CH:8][CH:9]=[C:10]2[C:13](=[O:15])[N:20]([CH3:21])[N:19]([CH3:18])[C:11]=12, predict the reactants needed to synthesize it. The reactants are: S(Cl)(Cl)=O.[Cl:5][C:6]1[C:11](Cl)=[C:10]([C:13]([OH:15])=O)[CH:9]=[CH:8][N:7]=1.Cl.Cl.[CH3:18][NH:19][NH:20][CH3:21].CCN(C(C)C)C(C)C.C(N(CC)CC)C. (4) Given the product [CH3:6][O:7][C:8]1[C:13]([NH:14][C:1](=[O:4])[CH2:2][CH3:3])=[CH:12][C:11]([CH3:15])=[C:10]([C:16]2[CH:21]=[CH:20][C:19]([O:22][C:23]([F:25])([F:26])[F:24])=[CH:18][C:17]=2[O:27][CH3:28])[N:9]=1, predict the reactants needed to synthesize it. The reactants are: [C:1](Cl)(=[O:4])[CH2:2][CH3:3].[CH3:6][O:7][C:8]1[C:13]([NH2:14])=[CH:12][C:11]([CH3:15])=[C:10]([C:16]2[CH:21]=[CH:20][C:19]([O:22][C:23]([F:26])([F:25])[F:24])=[CH:18][C:17]=2[O:27][CH3:28])[N:9]=1.C(N(C(C)C)CC)(C)C.